From a dataset of Forward reaction prediction with 1.9M reactions from USPTO patents (1976-2016). Predict the product of the given reaction. The product is: [Cl:11][C:12]1[CH:13]=[CH:14][C:15]([N:30]2[C:31]([CH:35]=[C:36]([O:40][CH3:39])[CH3:38])=[CH:32][CH:33]=[C:34]2[CH:8]=[O:9])=[C:16]([C:18](=[O:19])[C:20]2[CH:25]=[CH:24][CH:23]=[C:22]([O:26][CH3:27])[C:21]=2[O:28][CH3:29])[CH:17]=1. Given the reactants P(Cl)(Cl)(Cl)=O.CN(C)[CH:8]=[O:9].[Cl:11][C:12]1[CH:13]=[CH:14][C:15]([N:30]2[CH:34]=[CH:33][CH:32]=[C:31]2[CH:35]=[C:36]([CH3:38])C)=[C:16]([C:18]([C:20]2[CH:25]=[CH:24][CH:23]=[C:22]([O:26][CH3:27])[C:21]=2[O:28][CH3:29])=[O:19])[CH:17]=1.[C:39](=O)(O)[O-:40].[Na+], predict the reaction product.